Dataset: Peptide-MHC class I binding affinity with 185,985 pairs from IEDB/IMGT. Task: Regression. Given a peptide amino acid sequence and an MHC pseudo amino acid sequence, predict their binding affinity value. This is MHC class I binding data. (1) The binding affinity (normalized) is 0.0847. The MHC is HLA-B08:01 with pseudo-sequence HLA-B08:01. The peptide sequence is NMERKLNLS. (2) The peptide sequence is TVDFTDCRTI. The MHC is HLA-A68:02 with pseudo-sequence HLA-A68:02. The binding affinity (normalized) is 0.459. (3) The peptide sequence is KRYIYKVLPQ. The MHC is HLA-B27:05 with pseudo-sequence HLA-B27:05. The binding affinity (normalized) is 0.666. (4) The MHC is HLA-A24:03 with pseudo-sequence HLA-A24:03. The binding affinity (normalized) is 0.516. The peptide sequence is QYSPHSFMA.